From a dataset of Reaction yield outcomes from USPTO patents with 853,638 reactions. Predict the reaction yield, written as a fraction of the theoretical maximum amount of product (1.0 means a 100% yield; for example, 0.34 means a 34% yield). (1) The reactants are [CH2:1]([C:8]1[C:9]([CH3:15])=[C:10]([OH:14])[CH:11]=[CH:12][CH:13]=1)[C:2]1[CH:7]=[CH:6][CH:5]=[CH:4][CH:3]=1.[Mg+2].[Cl-].[Cl-].[CH2:19]=[O:20].Cl. The catalyst is C(#N)C. The product is [CH2:1]([C:8]1[CH:13]=[CH:12][C:11]([CH:19]=[O:20])=[C:10]([OH:14])[C:9]=1[CH3:15])[C:2]1[CH:3]=[CH:4][CH:5]=[CH:6][CH:7]=1. The yield is 0.910. (2) The reactants are [CH2:1]([O:3]/[CH:4]=[CH:5]/B1OC(C)(C)C(C)(C)O1)[CH3:2].Br[C:16]1[C:17]([C:24]([O:26][CH3:27])=[O:25])=[N:18][C:19]([S:22][CH3:23])=[N:20][CH:21]=1.C(Cl)Cl.C(=O)([O-])[O-].[Na+].[Na+]. The catalyst is C1COCC1.O.CCOC(C)=O.C1C=CC(P(C2C=CC=CC=2)[C-]2C=CC=C2)=CC=1.C1C=CC(P(C2C=CC=CC=2)[C-]2C=CC=C2)=CC=1.Cl[Pd]Cl.[Fe+2]. The product is [CH2:4]([O:3]/[CH:1]=[CH:2]/[C:16]1[C:17]([C:24]([O:26][CH3:27])=[O:25])=[N:18][C:19]([S:22][CH3:23])=[N:20][CH:21]=1)[CH3:5]. The yield is 0.630. (3) The product is [F:12][C:2]([F:1])([F:11])[C:3]1[N:8]=[C:7]([CH:9]=[O:10])[CH:6]=[CH:5][N:4]=1. The reactants are [F:1][C:2]([F:12])([F:11])[C:3]1[N:8]=[C:7]([CH2:9][OH:10])[CH:6]=[CH:5][N:4]=1.CC(OI1(OC(C)=O)(OC(C)=O)OC(=O)C2C=CC=CC1=2)=O. The catalyst is C(Cl)Cl. The yield is 0.950. (4) The yield is 0.630. The product is [F:7][C:8]1[CH:36]=[CH:35][C:11]([C:12]([N:14]2[CH2:15][C:16]([CH2:21][O:22][C:23]3[CH:32]=[CH:31][C:30]4[C:25](=[CH:26][CH:27]=[C:28]([O:33][CH3:34])[CH:29]=4)[CH:24]=3)([C:2]([O:4][CH2:5][CH3:6])=[O:3])[CH2:17]2)=[O:13])=[CH:10][CH:9]=1. The reactants are Cl[C:2]([O:4][CH2:5][CH3:6])=[O:3].[F:7][C:8]1[CH:36]=[CH:35][C:11]([C:12]([N:14]2[CH2:17][C:16]([CH2:21][O:22][C:23]3[CH:32]=[CH:31][C:30]4[C:25](=[CH:26][CH:27]=[C:28]([O:33][CH3:34])[CH:29]=4)[CH:24]=3)(C(O)=O)[CH2:15]2)=[O:13])=[CH:10][CH:9]=1.N. The catalyst is ClCCl. (5) The reactants are [CH3:1][C:2]1[CH:11]=[CH:10][C:9]2[C:4](=[N:5][CH:6]=[CH:7][CH:8]=2)[N:3]=1.[Li][CH3:13].O. The catalyst is C1COCC1. The product is [CH3:1][CH:2]1[CH:11]=[CH:10][C:9]2[C:4](=[N:5][C:6]([CH3:13])=[CH:7][CH:8]=2)[NH:3]1. The yield is 0.900.